This data is from Forward reaction prediction with 1.9M reactions from USPTO patents (1976-2016). The task is: Predict the product of the given reaction. (1) Given the reactants [N:1]1(C(=O)C)[C:9]2[CH:8]=[CH:7][N:6]=[CH:5][C:4]=2[CH:3]=[N:2]1, predict the reaction product. The product is: [NH:1]1[C:9]2[CH:8]=[CH:7][N:6]=[CH:5][C:4]=2[CH:3]=[N:2]1. (2) Given the reactants C(OC([N:6]1[CH2:12][CH2:11][C:10]2[C:13]([Br:21])=[C:14]([CH2:16][C:17]([F:20])([F:19])[F:18])[S:15][C:9]=2[CH2:8][CH2:7]1)=O)C.[Si](I)(C)(C)C, predict the reaction product. The product is: [Br:21][C:13]1[C:10]2[CH2:11][CH2:12][NH:6][CH2:7][CH2:8][C:9]=2[S:15][C:14]=1[CH2:16][C:17]([F:19])([F:18])[F:20]. (3) Given the reactants [Cl:1][C:2]1[CH:3]=[C:4]([C:9]2([C:15](=O)[CH3:16])[CH2:14][CH2:13][CH2:12][CH2:11][CH2:10]2)[CH:5]=[CH:6][C:7]=1[Cl:8].CN.[BH3-][C:21]#[N:22].[Na+], predict the reaction product. The product is: [Cl:1][C:2]1[CH:3]=[C:4]([C:9]2([CH:15]([NH:22][CH3:21])[CH3:16])[CH2:14][CH2:13][CH2:12][CH2:11][CH2:10]2)[CH:5]=[CH:6][C:7]=1[Cl:8]. (4) Given the reactants I[C:2]1[CH:7]=[CH:6][C:5]([N:8]2[CH:13]=[CH:12][CH:11]=[CH:10][C:9]2=[S:14])=[CH:4][CH:3]=1.[Cl:15][C:16]1[S:20][C:19]([C:21]([NH:23][CH2:24][C:25]2[N:26]=[CH:27][NH:28][CH:29]=2)=[O:22])=[CH:18][CH:17]=1.OC1C=CC=C2C=1N=CC=C2.C([O-])([O-])=O.[K+].[K+], predict the reaction product. The product is: [Cl:15][C:16]1[S:20][C:19]([C:21]([NH:23][CH2:24][C:25]2[N:26]=[CH:27][N:28]([C:2]3[CH:7]=[CH:6][C:5]([N:8]4[CH:13]=[CH:12][CH:11]=[CH:10][C:9]4=[S:14])=[CH:4][CH:3]=3)[CH:29]=2)=[O:22])=[CH:18][CH:17]=1. (5) Given the reactants [F:1][C:2]1[CH:3]=[CH:4][C:5]([C:15]([F:18])([F:17])[F:16])=[C:6]2[C:10]=1[N:9]([CH2:11][CH2:12][O:13][CH3:14])[CH:8]=[CH:7]2.[C:19](O[C:19]([C:21]([F:24])([F:23])[F:22])=[O:20])([C:21]([F:24])([F:23])[F:22])=[O:20], predict the reaction product. The product is: [F:22][C:21]([F:24])([F:23])[C:19]([C:7]1[C:6]2[C:10](=[C:2]([F:1])[CH:3]=[CH:4][C:5]=2[C:15]([F:18])([F:16])[F:17])[N:9]([CH2:11][CH2:12][O:13][CH3:14])[CH:8]=1)=[O:20].